Dataset: Forward reaction prediction with 1.9M reactions from USPTO patents (1976-2016). Task: Predict the product of the given reaction. (1) Given the reactants [NH:1]([C:48]([O:50][C:51]([CH3:54])([CH3:53])[CH3:52])=[O:49])[C@H:2]([C:12]([NH:14][C@H:15]([C:37]([NH:39][CH2:40][C:41]([O:43][C:44]([CH3:47])([CH3:46])[CH3:45])=[O:42])=[O:38])[CH2:16][S:17]C(C1C=CC=CC=1)(C1C=CC=CC=1)C1C=CC=CC=1)=[O:13])[CH2:3][CH2:4][C:5](=[O:11])[O:6][C:7]([CH3:10])([CH3:9])[CH3:8].C(O)(C(F)(F)F)=O, predict the reaction product. The product is: [NH:1]([C:48]([O:50][C:51]([CH3:54])([CH3:53])[CH3:52])=[O:49])[C@H:2]([C:12]([NH:14][C@H:15]([C:37]([NH:39][CH2:40][C:41]([O:43][C:44]([CH3:46])([CH3:45])[CH3:47])=[O:42])=[O:38])[CH2:16][SH:17])=[O:13])[CH2:3][CH2:4][C:5](=[O:11])[O:6][C:7]([CH3:8])([CH3:9])[CH3:10]. (2) Given the reactants OC(C(F)(F)F)=O.[NH:8]1[CH2:11][CH:10]([C:12]2[CH:33]=[CH:32][C:15]3[C:16]4[N:17]=[C:18]([C:24]5[N:25]([CH:29]([CH3:31])[CH3:30])[N:26]=[CH:27][N:28]=5)[S:19][C:20]=4[CH2:21][CH2:22][O:23][C:14]=3[CH:13]=2)[CH2:9]1.C(N(C(C)C)CC)(C)C.[O:43]1[C:45]([CH3:47])([CH3:46])[CH2:44]1, predict the reaction product. The product is: [CH:29]([N:25]1[C:24]([C:18]2[S:19][C:20]3[CH2:21][CH2:22][O:23][C:14]4[CH:13]=[C:12]([CH:10]5[CH2:11][N:8]([CH2:44][C:45]([CH3:47])([OH:43])[CH3:46])[CH2:9]5)[CH:33]=[CH:32][C:15]=4[C:16]=3[N:17]=2)=[N:28][CH:27]=[N:26]1)([CH3:31])[CH3:30]. (3) Given the reactants [OH:1][C:2]1([CH2:9][N:10]2[CH2:15][CH2:14][C:13]3[NH:16][C:17]([CH:20]=O)=[C:18]([CH3:19])[C:12]=3[C:11]2=[O:22])[CH2:7][CH2:6][N:5]([CH3:8])[CH2:4][CH2:3]1.[Br:23][C:24]1[CH:25]=[C:26]2[C:30](=[CH:31][CH:32]=1)[NH:29][C:28](=[O:33])[CH2:27]2, predict the reaction product. The product is: [Br:23][C:24]1[CH:25]=[C:26]2[C:30](=[CH:31][CH:32]=1)[NH:29][C:28](=[O:33])[C:27]2=[CH:20][C:17]1[NH:16][C:13]2[CH2:14][CH2:15][N:10]([CH2:9][C:2]3([OH:1])[CH2:7][CH2:6][N:5]([CH3:8])[CH2:4][CH2:3]3)[C:11](=[O:22])[C:12]=2[C:18]=1[CH3:19].